Task: Regression. Given a peptide amino acid sequence and an MHC pseudo amino acid sequence, predict their binding affinity value. This is MHC class I binding data.. Dataset: Peptide-MHC class I binding affinity with 185,985 pairs from IEDB/IMGT The peptide sequence is GELDRWEKI. The MHC is HLA-B44:03 with pseudo-sequence HLA-B44:03. The binding affinity (normalized) is 0.334.